Predict the product of the given reaction. From a dataset of Forward reaction prediction with 1.9M reactions from USPTO patents (1976-2016). Given the reactants [F:1][C:2]1([F:25])[CH2:7][N:6]([C:8]2[C:13]([Cl:14])=[CH:12][C:11]([Cl:15])=[CH:10][C:9]=2[Cl:16])[S:5](=[O:18])(=[O:17])[N:4]([CH2:19][C:20]([O:22]CC)=[O:21])[CH2:3]1.C(OCC)(=O)C.Cl, predict the reaction product. The product is: [F:25][C:2]1([F:1])[CH2:7][N:6]([C:8]2[C:9]([Cl:16])=[CH:10][C:11]([Cl:15])=[CH:12][C:13]=2[Cl:14])[S:5](=[O:18])(=[O:17])[N:4]([CH2:19][C:20]([OH:22])=[O:21])[CH2:3]1.